This data is from Peptide-MHC class II binding affinity with 134,281 pairs from IEDB. The task is: Regression. Given a peptide amino acid sequence and an MHC pseudo amino acid sequence, predict their binding affinity value. This is MHC class II binding data. (1) The binding affinity (normalized) is 0.482. The MHC is HLA-DQA10501-DQB10201 with pseudo-sequence HLA-DQA10501-DQB10201. The peptide sequence is PSFAGLRPTFDTRLM. (2) The peptide sequence is YAMMIARFKMFPEVKEKGMA. The MHC is DRB1_0405 with pseudo-sequence DRB1_0405. The binding affinity (normalized) is 0.449.